From a dataset of Forward reaction prediction with 1.9M reactions from USPTO patents (1976-2016). Predict the product of the given reaction. (1) The product is: [CH2:1]([O:3][C:4]([C:6]1[C:7]([CH3:19])=[N:8][C:9]([N:13]2[CH2:18][CH2:17][O:16][CH2:15][CH2:14]2)=[CH:10][C:11]=1/[CH:23]=[CH:24]/[CH3:25])=[O:5])[CH3:2]. Given the reactants [CH2:1]([O:3][C:4]([C:6]1[C:7]([CH3:19])=[N:8][C:9]([N:13]2[CH2:18][CH2:17][O:16][CH2:15][CH2:14]2)=[CH:10][C:11]=1Cl)=[O:5])[CH3:2].CCO.[CH:23](/B(O)O)=[CH:24]\[CH3:25].C(=O)([O-])[O-].[Cs+].[Cs+], predict the reaction product. (2) Given the reactants Br[C:2]1[CH:10]=[CH:9][C:5]2[N:6]=[CH:7][S:8][C:4]=2[CH:3]=1.[B:11]1([B:11]2[O:15][C:14]([CH3:17])([CH3:16])[C:13]([CH3:19])([CH3:18])[O:12]2)[O:15][C:14]([CH3:17])([CH3:16])[C:13]([CH3:19])([CH3:18])[O:12]1, predict the reaction product. The product is: [CH3:18][C:13]1([CH3:19])[C:14]([CH3:17])([CH3:16])[O:15][B:11]([C:2]2[CH:10]=[CH:9][C:5]3[N:6]=[CH:7][S:8][C:4]=3[CH:3]=2)[O:12]1.